From a dataset of Forward reaction prediction with 1.9M reactions from USPTO patents (1976-2016). Predict the product of the given reaction. Given the reactants [CH3:1][NH:2][C:3]1[C:8]([CH:9]=O)=[CH:7][N:6]=[C:5]([S:11][CH3:12])[N:4]=1.C(OP([CH2:21][C:22](=[O:24])[CH3:23])(=O)OCC)C.[H-].[Na+].C(O)CCC, predict the reaction product. The product is: [CH3:1][NH:2][C:3]1[C:8]([CH:9]=[CH:21][C:22](=[O:24])[CH3:23])=[CH:7][N:6]=[C:5]([S:11][CH3:12])[N:4]=1.